From a dataset of Reaction yield outcomes from USPTO patents with 853,638 reactions. Predict the reaction yield, written as a fraction of the theoretical maximum amount of product (1.0 means a 100% yield; for example, 0.34 means a 34% yield). (1) The yield is 0.320. The product is [Cl:1][C:2]1[CH:32]=[CH:31][CH:30]=[C:29]([C:33]([F:36])([F:34])[F:35])[C:3]=1[C:4]([N:6]1[C:14]2[C:9](=[CH:10][CH:11]=[C:12]([C:15]#[C:16][CH2:17][OH:18])[CH:13]=2)[C:8]([C:19]2[CH:28]=[CH:27][C:22]([C:23]([OH:25])=[O:24])=[CH:21][CH:20]=2)=[N:7]1)=[O:5]. The catalyst is C1COCC1.O. The reactants are [Cl:1][C:2]1[CH:32]=[CH:31][CH:30]=[C:29]([C:33]([F:36])([F:35])[F:34])[C:3]=1[C:4]([N:6]1[C:14]2[C:9](=[CH:10][CH:11]=[C:12]([C:15]#[C:16][CH2:17][OH:18])[CH:13]=2)[C:8]([C:19]2[CH:28]=[CH:27][C:22]([C:23]([O:25]C)=[O:24])=[CH:21][CH:20]=2)=[N:7]1)=[O:5].O[Li].O.Cl. (2) The reactants are [CH2:1]([O:3][C:4]([C:6]1[C:10]2[CH:11]=[CH:12][C:13](OS(C(F)(F)F)(=O)=O)=[CH:14][C:9]=2[O:8][C:7]=1[C:23](=[O:32])[C:24]1[CH:29]=[CH:28][C:27]([Cl:30])=[CH:26][C:25]=1[Cl:31])=[O:5])[CH3:2].[CH3:33][C:34]1[CH:35]=[C:36](B(O)O)[CH:37]=[CH:38][CH:39]=1.C(=O)([O-])[O-].[K+].[K+]. The catalyst is CN(C)C=O.C1C=CC([P]([Pd]([P](C2C=CC=CC=2)(C2C=CC=CC=2)C2C=CC=CC=2)([P](C2C=CC=CC=2)(C2C=CC=CC=2)C2C=CC=CC=2)[P](C2C=CC=CC=2)(C2C=CC=CC=2)C2C=CC=CC=2)(C2C=CC=CC=2)C2C=CC=CC=2)=CC=1. The product is [CH2:1]([O:3][C:4]([C:6]1[C:10]2[CH:11]=[CH:12][C:13]([C:38]3[CH:39]=[C:34]([CH3:33])[CH:35]=[CH:36][CH:37]=3)=[CH:14][C:9]=2[O:8][C:7]=1[C:23](=[O:32])[C:24]1[CH:29]=[CH:28][C:27]([Cl:30])=[CH:26][C:25]=1[Cl:31])=[O:5])[CH3:2]. The yield is 0.630. (3) The reactants are [C:1]1([C:12]2[CH:17]=[CH:16][CH:15]=[CH:14][CH:13]=2)[CH:6]=[CH:5][C:4]([S:7][CH2:8][C:9](=[O:11])[CH3:10])=[CH:3][CH:2]=1.C(=O)(O)[O-:19].[Na+].OOS([O-])=O.[K+].[OH2:29]. The catalyst is CO. The product is [C:1]1([C:12]2[CH:13]=[CH:14][CH:15]=[CH:16][CH:17]=2)[CH:6]=[CH:5][C:4]([S:7]([CH2:8][C:9](=[O:11])[CH3:10])(=[O:19])=[O:29])=[CH:3][CH:2]=1. The yield is 0.990. (4) The reactants are Br[C:2]1[C:7]([NH2:8])=[C:6]([Br:9])[CH:5]=[C:4]([CH2:10][CH3:11])[N:3]=1.[S-:12][CH2:13][CH3:14].[Na+].O. The catalyst is CN(C=O)C. The product is [Br:9][C:6]1[CH:5]=[C:4]([CH2:10][CH3:11])[N:3]=[C:2]([S:12][CH2:13][CH3:14])[C:7]=1[NH2:8]. The yield is 0.840. (5) The reactants are [Cl:1][C:2]1[N:3]=[C:4]([C:9]([NH:11][C@H:12]2[CH2:17][CH2:16][N:15]([C:18]3[O:19][C:20]([CH3:30])=[C:21]([C:23]([O:25]CCCC)=[O:24])[N:22]=3)[CH2:14][C@H:13]2[O:31][CH2:32][CH3:33])=[O:10])[NH:5][C:6]=1[CH2:7][CH3:8].[OH-].[Li+].CO. The catalyst is C1COCC1. The product is [Cl:1][C:2]1[N:3]=[C:4]([C:9]([NH:11][C@H:12]2[CH2:17][CH2:16][N:15]([C:18]3[O:19][C:20]([CH3:30])=[C:21]([C:23]([OH:25])=[O:24])[N:22]=3)[CH2:14][C@H:13]2[O:31][CH2:32][CH3:33])=[O:10])[NH:5][C:6]=1[CH2:7][CH3:8]. The yield is 0.510. (6) The reactants are I[C:2]1[CH:3]=[CH:4][C:5]2[N:6]([CH:8]=[C:9]([NH:11][C:12]([CH:14]3[CH2:16][CH2:15]3)=[O:13])[N:10]=2)[N:7]=1.[CH3:17][C:18]1[NH:19][C:20]2[C:25]([CH:26]=1)=[CH:24][CH:23]=[C:22]([OH:27])[CH:21]=2.C(=O)([O-])[O-].[K+].[K+]. The catalyst is CN(C)C=O. The product is [CH3:17][C:18]1[NH:19][C:20]2[C:25]([CH:26]=1)=[CH:24][CH:23]=[C:22]([O:27][C:2]1[CH:3]=[CH:4][C:5]3[N:6]([CH:8]=[C:9]([NH:11][C:12]([CH:14]4[CH2:16][CH2:15]4)=[O:13])[N:10]=3)[N:7]=1)[CH:21]=2. The yield is 0.360. (7) The reactants are O.NN.[CH2:4]([N:11]1[CH2:16][C@@H:15]2[CH2:17][C@H:12]1[CH2:13][N:14]2[C:18]1[CH:23]=[CH:22][C:21]([N+:24]([O-])=O)=[CH:20][C:19]=1[F:27])[C:5]1[CH:10]=[CH:9][CH:8]=[CH:7][CH:6]=1.C. The catalyst is C(O)C.[Ni]. The product is [NH2:24][C:21]1[CH:22]=[CH:23][C:18]([N:14]2[CH2:13][C@@H:12]3[CH2:17][C@H:15]2[CH2:16][N:11]3[CH2:4][C:5]2[CH:6]=[CH:7][CH:8]=[CH:9][CH:10]=2)=[C:19]([F:27])[CH:20]=1. The yield is 0.860. (8) The yield is 0.660. The reactants are C(OC([NH:8][C@H:9]([C:11]([NH:13][CH:14]1[N:20]=[C:19]([C:21]2[CH:26]=[CH:25][CH:24]=[CH:23][N:22]=2)[C:18]2[CH:27]=[CH:28][CH:29]=[CH:30][C:17]=2[N:16]([CH3:31])[C:15]1=[O:32])=[O:12])[CH3:10])=O)(C)(C)C.C(O)(C(F)(F)F)=O. The product is [NH2:8][C@H:9]([C:11]([NH:13][CH:14]1[N:20]=[C:19]([C:21]2[CH:26]=[CH:25][CH:24]=[CH:23][N:22]=2)[C:18]2[CH:27]=[CH:28][CH:29]=[CH:30][C:17]=2[N:16]([CH3:31])[C:15]1=[O:32])=[O:12])[CH3:10]. No catalyst specified. (9) The reactants are [F:1][C:2]1[C:7]([C:8]2[N:12]([S:13]([C:16]3[S:17][C:18]([C:21]4[O:25][N:24]=[CH:23][CH:22]=4)=[CH:19][CH:20]=3)(=[O:15])=[O:14])[CH:11]=[C:10]([CH2:26][N:27](C)[C:28](=O)OC(C)(C)C)[CH:9]=2)=[CH:6][CH:5]=[CH:4][N:3]=1.C(OCC)(=O)C.[ClH:42]. The catalyst is C(O)C. The product is [ClH:42].[F:1][C:2]1[C:7]([C:8]2[N:12]([S:13]([C:16]3[S:17][C:18]([C:21]4[O:25][N:24]=[CH:23][CH:22]=4)=[CH:19][CH:20]=3)(=[O:15])=[O:14])[CH:11]=[C:10]([CH2:26][NH:27][CH3:28])[CH:9]=2)=[CH:6][CH:5]=[CH:4][N:3]=1. The yield is 0.330.